From a dataset of Full USPTO retrosynthesis dataset with 1.9M reactions from patents (1976-2016). Predict the reactants needed to synthesize the given product. (1) The reactants are: [CH3:1][Si:2]([CH3:28])([CH3:27])[O:3][CH:4]1[CH:9]([O:10][Si:11]([CH3:14])([CH3:13])[CH3:12])[CH:8]([O:15][Si:16]([CH3:19])([CH3:18])[CH3:17])[CH:7]([CH2:20][O:21][Si:22]([CH3:25])([CH3:24])[CH3:23])[O:6][C:5]1=[O:26].C(N(CC)CC)C.[CH3:36][Si:37](Cl)([CH3:39])[CH3:38].C[Si](C)(C)O[C:44]1([C:71]2[CH:76]=[C:75](Br)[CH:74]=[CH:73][C:72]=2[CH:78]([O:81][CH:82]([CH3:84])[CH3:83])[O:79][CH3:80])C(O[Si](C)(C)C)C(O[Si](C)(C)C)C(O[Si](C)(C)C)C(CO[Si](C)(C)C)[O:45]1.C([Li])CCC.CCCCCC.[CH2:98]([C:100]1[CH:107]=[CH:106][C:103](C=O)=[CH:102][CH:101]=1)[CH3:99].[Cl-].[NH4+]. Given the product [CH3:36][Si:37]([CH3:39])([CH3:38])[O:26][C:5]1([C:73]2[CH:74]=[C:75]([C:103]3[CH:106]=[CH:107][C:100]([CH2:98][CH3:99])=[CH:101][CH:102]=3)[CH:76]=[C:71]([CH2:44][OH:45])[C:72]=2[CH:78]([O:81][CH:82]([CH3:83])[CH3:84])[O:79][CH3:80])[CH:4]([O:3][Si:2]([CH3:28])([CH3:27])[CH3:1])[CH:9]([O:10][Si:11]([CH3:12])([CH3:13])[CH3:14])[CH:8]([O:15][Si:16]([CH3:19])([CH3:18])[CH3:17])[CH:7]([CH2:20][O:21][Si:22]([CH3:25])([CH3:24])[CH3:23])[O:6]1, predict the reactants needed to synthesize it. (2) Given the product [Br:1][C:2]1[CH:3]=[C:4]2[C:8](=[CH:9][CH:10]=1)[NH:7][N:6]=[C:5]2[CH2:11][OH:12], predict the reactants needed to synthesize it. The reactants are: [Br:1][C:2]1[CH:3]=[C:4]2[C:8](=[CH:9][CH:10]=1)[NH:7][N:6]=[C:5]2[C:11](OCC)=[O:12].C1(C)C=CC=CC=1.[H-].C([Al+]CC(C)C)C(C)C.O.O.O.O.O.O.O.O.O.O.S([O-])([O-])(=O)=O.[Na+].[Na+]. (3) Given the product [CH3:1][C:2]1[CH:7]=[CH:6][C:5]([NH2:8])=[CH:4][C:3]=1[C:21]1[CH:29]=[C:28]2[C:24]([C:25]3[CH:33]=[N:32][CH:31]=[N:30][C:26]=3[NH:27]2)=[CH:23][CH:22]=1, predict the reactants needed to synthesize it. The reactants are: [CH3:1][C:2]1[CH:7]=[CH:6][C:5]([NH:8]C(=O)C2C=CC=C(C(F)(F)F)C=2)=[CH:4][C:3]=1[C:21]1[CH:29]=[C:28]2[C:24]([C:25]3[CH:33]=[N:32][CH:31]=[N:30][C:26]=3[NH:27]2)=[CH:23][CH:22]=1.O1CCOCC1.[OH-].[Na+]. (4) Given the product [CH2:1]([O:8][C:9]1[N:10]=[C:11]([Cl:16])[N:12]=[C:13]([O:23][C:17]2[CH:22]=[CH:21][CH:20]=[CH:19][CH:18]=2)[N:14]=1)[C:2]1[CH:3]=[CH:4][CH:5]=[CH:6][CH:7]=1, predict the reactants needed to synthesize it. The reactants are: [CH2:1]([O:8][C:9]1[N:14]=[C:13](Cl)[N:12]=[C:11]([Cl:16])[N:10]=1)[C:2]1[CH:7]=[CH:6][CH:5]=[CH:4][CH:3]=1.[C:17]1([OH:23])[CH:22]=[CH:21][CH:20]=[CH:19][CH:18]=1.C(N(CC)C(C)C)(C)C. (5) Given the product [Cl:12][C@@H:7]([C:1]1[CH:6]=[CH:5][CH:4]=[CH:3][CH:2]=1)[CH3:8], predict the reactants needed to synthesize it. The reactants are: [C:1]1([C@@H:7](O)[CH3:8])[CH:6]=[CH:5][CH:4]=[CH:3][CH:2]=1.O=S(Cl)[Cl:12].